The task is: Predict which catalyst facilitates the given reaction.. This data is from Catalyst prediction with 721,799 reactions and 888 catalyst types from USPTO. (1) Reactant: [CH3:1][C:2]1([CH3:31])[CH2:11][CH2:10][C:9]([CH3:13])([CH3:12])[C:8]2[CH:7]=[C:6]([C:14]3([C:19]4[CH:24]=[CH:23][C:22]([CH2:25][CH2:26][C:27]([O:29][CH3:30])=[O:28])=[CH:21][CH:20]=4)OCC[O:15]3)[CH:5]=[CH:4][C:3]1=2.II. Product: [CH3:1][C:2]1([CH3:31])[CH2:11][CH2:10][C:9]([CH3:12])([CH3:13])[C:8]2[CH:7]=[C:6]([C:14]([C:19]3[CH:24]=[CH:23][C:22]([CH2:25][CH2:26][C:27]([O:29][CH3:30])=[O:28])=[CH:21][CH:20]=3)=[O:15])[CH:5]=[CH:4][C:3]1=2. The catalyst class is: 21. (2) Reactant: [Cl:1][C:2]1[CH:3]=[C:4]2[C:9](=[CH:10][C:11]=1[O:12][C:13]1[CH:21]=[CH:20][C:16]([C:17]([OH:19])=O)=[CH:15][CH:14]=1)[O:8][CH2:7][CH2:6][CH:5]2[C:22]([O:24][CH2:25][CH3:26])=[O:23].C(Cl)(=O)C(Cl)=O.[Cl:33][C:34]1[CH:39]=[CH:38][C:37]([CH2:40][CH2:41][CH2:42][NH2:43])=[CH:36][CH:35]=1.CCN(C(C)C)C(C)C. Product: [Cl:1][C:2]1[CH:3]=[C:4]2[C:9](=[CH:10][C:11]=1[O:12][C:13]1[CH:21]=[CH:20][C:16]([C:17](=[O:19])[NH:43][CH2:42][CH2:41][CH2:40][C:37]3[CH:36]=[CH:35][C:34]([Cl:33])=[CH:39][CH:38]=3)=[CH:15][CH:14]=1)[O:8][CH2:7][CH2:6][CH:5]2[C:22]([O:24][CH2:25][CH3:26])=[O:23]. The catalyst class is: 59. (3) Product: [Cl:16][C:13]1[CH:14]=[CH:15][C:6]([O:5][CH2:4][C:3]([OH:28])=[O:2])=[C:7]2[C:12]=1[N:11]=[C:10]([CH3:17])[C:9]([CH2:18][C:19]1[CH:20]=[CH:21][C:22]([Cl:25])=[CH:23][CH:24]=1)=[C:8]2[O:26][CH3:27]. Reactant: C[O:2][C:3](=[O:28])[CH2:4][O:5][C:6]1[CH:15]=[CH:14][C:13]([Cl:16])=[C:12]2[C:7]=1[C:8]([O:26][CH3:27])=[C:9]([CH2:18][C:19]1[CH:24]=[CH:23][C:22]([Cl:25])=[CH:21][CH:20]=1)[C:10]([CH3:17])=[N:11]2.CO.[OH-].[Li+]. The catalyst class is: 6. (4) Reactant: [O:1]1[CH2:6][CH2:5][N:4]([C:7]2[CH:12]=[CH:11][C:10]([C:13]3[N:22]=[C:21]([N:23]4[CH2:27][CH2:26][C@H:25]([CH2:28][OH:29])[CH2:24]4)[C:20]4[C:15](=[N:16][CH:17]=[CH:18][N:19]=4)[CH:14]=3)=[CH:9][CH:8]=2)[CH2:3][CH2:2]1.[CH3:30][S:31](Cl)(=[O:33])=[O:32]. Product: [CH3:30][S:31]([O:29][CH2:28][C@H:25]1[CH2:26][CH2:27][N:23]([C:21]2[C:20]3[C:15](=[N:16][CH:17]=[CH:18][N:19]=3)[CH:14]=[C:13]([C:10]3[CH:11]=[CH:12][C:7]([N:4]4[CH2:3][CH2:2][O:1][CH2:6][CH2:5]4)=[CH:8][CH:9]=3)[N:22]=2)[CH2:24]1)(=[O:33])=[O:32]. The catalyst class is: 1. (5) Reactant: [OH:1][CH2:2][CH2:3][CH2:4][O:5][C:6]1[CH:11]=[CH:10][C:9]([C:12]2[S:16][C:15]([C@@:17]3([CH3:31])[CH2:21][O:20][C:19]([CH3:23])([CH3:22])[N:18]3[C:24]([O:26][C:27]([CH3:30])([CH3:29])[CH3:28])=[O:25])=[N:14][N:13]=2)=[CH:8][C:7]=1[C:32]([F:35])([F:34])[F:33].CC([O-])(C)C.[K+].[CH2:42](Br)[CH2:43][CH2:44][CH3:45]. Product: [CH2:42]([O:1][CH2:2][CH2:3][CH2:4][O:5][C:6]1[CH:11]=[CH:10][C:9]([C:12]2[S:16][C:15]([C@@:17]3([CH3:31])[CH2:21][O:20][C:19]([CH3:22])([CH3:23])[N:18]3[C:24]([O:26][C:27]([CH3:28])([CH3:29])[CH3:30])=[O:25])=[N:14][N:13]=2)=[CH:8][C:7]=1[C:32]([F:33])([F:34])[F:35])[CH2:43][CH2:44][CH3:45]. The catalyst class is: 56. (6) Reactant: C([O:3][C:4](=[O:27])[CH2:5][NH:6][C:7]([N:9]1[CH2:14][CH2:13][N:12]([C:15]2[C:24]3[C:19](=[CH:20][C:21]([Cl:25])=[CH:22][CH:23]=3)[N:18]=[C:17]([NH2:26])[CH:16]=2)[CH2:11][CH2:10]1)=[O:8])C.O[Li].O. Product: [NH2:26][C:17]1[CH:16]=[C:15]([N:12]2[CH2:13][CH2:14][N:9]([C:7]([NH:6][CH2:5][C:4]([OH:27])=[O:3])=[O:8])[CH2:10][CH2:11]2)[C:24]2[C:19](=[CH:20][C:21]([Cl:25])=[CH:22][CH:23]=2)[N:18]=1. The catalyst class is: 20. (7) Reactant: [CH3:1][C:2]([O:5][C:6]([N:8]1[CH2:13][CH2:12][CH2:11][CH2:10][C@@H:9]1[C:14]([OH:16])=O)=[O:7])([CH3:4])[CH3:3].C([N:19](CC)CC)C.ClC(OC)=O.[NH4+].[OH-]. Product: [NH2:19][C:14]([C@H:9]1[CH2:10][CH2:11][CH2:12][CH2:13][N:8]1[C:6]([O:5][C:2]([CH3:4])([CH3:3])[CH3:1])=[O:7])=[O:16]. The catalyst class is: 1.